From a dataset of Forward reaction prediction with 1.9M reactions from USPTO patents (1976-2016). Predict the product of the given reaction. (1) Given the reactants [C:1]([C:4]1[N:5]=[C:6]([CH2:37][CH3:38])[C:7]([O:24][CH:25]2[CH2:29][CH2:28][N:27](C(OC(C)(C)C)=O)[CH2:26]2)=[N:8][C:9]=1[NH:10][C:11]1[CH:16]=[CH:15][C:14]([N:17]2[CH2:22][CH2:21][N:20]([CH3:23])[CH2:19][CH2:18]2)=[CH:13][CH:12]=1)(=[O:3])[NH2:2].FC(F)(F)C(O)=O, predict the reaction product. The product is: [CH2:37]([C:6]1[N:5]=[C:4]([C:1]([NH2:2])=[O:3])[C:9]([NH:10][C:11]2[CH:12]=[CH:13][C:14]([N:17]3[CH2:18][CH2:19][N:20]([CH3:23])[CH2:21][CH2:22]3)=[CH:15][CH:16]=2)=[N:8][C:7]=1[O:24][CH:25]1[CH2:29][CH2:28][NH:27][CH2:26]1)[CH3:38]. (2) Given the reactants Cl[C:2]1[C:3]([N+:9]([O-:11])=[O:10])=[C:4]([CH:6]=[CH:7][CH:8]=1)[NH2:5].[NH:12]1[CH2:17][CH2:16][CH2:15][CH2:14][CH2:13]1.C([O-])([O-])=O.[K+].[K+], predict the reaction product. The product is: [N+:9]([C:3]1[C:2]([N:12]2[CH2:17][CH2:16][CH2:15][CH2:14][CH2:13]2)=[CH:8][CH:7]=[CH:6][C:4]=1[NH2:5])([O-:11])=[O:10]. (3) Given the reactants [CH:1]([NH:4][C:5]1[S:6][CH:7]=[C:8]([C:10]2[CH:19]=[C:18]([O:20][CH:21]3[CH2:39][CH:38]4[N:23]([C:24](=[O:44])[CH2:25][CH2:26][CH2:27][CH2:28][CH2:29][CH2:30][CH:31]=[CH:32][CH:33]5[C:35]([C:41](O)=[O:42])([NH:36][C:37]4=[O:40])[CH2:34]5)[CH2:22]3)[C:17]3[C:12](=[CH:13][C:14]([O:45][CH3:46])=[CH:15][CH:16]=3)[N:11]=2)[N:9]=1)([CH3:3])[CH3:2].C(N1C=CN=C1)(N1C=CN=C1)=O.[CH:59]1([S:62]([NH2:65])(=[O:64])=[O:63])[CH2:61][CH2:60]1.C1CCN2C(=NCCC2)CC1, predict the reaction product. The product is: [CH:1]([NH:4][C:5]1[S:6][CH:7]=[C:8]([C:10]2[CH:19]=[C:18]([O:20][CH:21]3[CH2:39][CH:38]4[N:23]([C:24](=[O:44])[CH2:25][CH2:26][CH2:27][CH2:28][CH2:29][CH2:30][CH:31]=[CH:32][CH:33]5[C:35]([C:41]([NH:65][S:62]([CH:59]6[CH2:61][CH2:60]6)(=[O:64])=[O:63])=[O:42])([NH:36][C:37]4=[O:40])[CH2:34]5)[CH2:22]3)[C:17]3[C:12](=[CH:13][C:14]([O:45][CH3:46])=[CH:15][CH:16]=3)[N:11]=2)[N:9]=1)([CH3:3])[CH3:2]. (4) The product is: [CH2:1]([O:3][C:4]([N:6]([CH2:36][CH2:28][O:27][CH:26]1[CH2:30][CH2:29][CH2:23][CH2:24][O:25]1)[C:7]1([C:10]2[CH:11]=[CH:12][C:13]([C:14]([O:16][CH3:17])=[O:15])=[CH:18][CH:19]=2)[CH2:8][CH2:9]1)=[O:5])[CH3:2]. Given the reactants [CH2:1]([O:3][C:4]([NH:6][C:7]1([C:10]2[CH:19]=[CH:18][C:13]([C:14]([O:16][CH3:17])=[O:15])=[CH:12][CH:11]=2)[CH2:9][CH2:8]1)=[O:5])[CH3:2].[H-].[Na+].Br[CH2:23][CH2:24][O:25][CH:26]1[CH2:30][CH2:29][CH2:28][O:27]1.[I-].[Na+].[Cl-].[NH4+].O1CCC[CH2:36]1, predict the reaction product. (5) Given the reactants Cl[C:2]1[N:7]=[CH:6][N:5]=[C:4]([NH:8][C:9]2[CH:14]=[CH:13][C:12]([N:15]3[CH2:20][CH2:19][N:18]([CH:21]4[CH2:24][O:23][CH2:22]4)[CH2:17][CH2:16]3)=[C:11]([O:25][CH3:26])[CH:10]=2)[N:3]=1.[F:27][C:28]1[CH:35]=[CH:34][C:33](B2OC(C)(C)C(C)(C)O2)=[CH:32][C:29]=1[C:30]#[N:31].C(=O)([O-])[O-].[Na+].[Na+], predict the reaction product. The product is: [F:27][C:28]1[CH:35]=[CH:34][C:33]([C:2]2[N:3]=[C:4]([NH:8][C:9]3[CH:14]=[CH:13][C:12]([N:15]4[CH2:20][CH2:19][N:18]([CH:21]5[CH2:24][O:23][CH2:22]5)[CH2:17][CH2:16]4)=[C:11]([O:25][CH3:26])[CH:10]=3)[N:5]=[CH:6][N:7]=2)=[CH:32][C:29]=1[C:30]#[N:31]. (6) The product is: [F:18][C:3]1[CH:4]=[C:5]([O:8][CH:9]2[CH2:14][CH2:13][N:12]([CH:15]([CH3:17])[CH3:16])[CH2:11][CH2:10]2)[CH:6]=[CH:7][C:2]=1[N:22]1[CH2:21][CH2:20][N:19]([C:25]([O:27][C:28]([CH3:31])([CH3:30])[CH3:29])=[O:26])[CH2:24][CH2:23]1. Given the reactants Br[C:2]1[CH:7]=[CH:6][C:5]([O:8][CH:9]2[CH2:14][CH2:13][N:12]([CH:15]([CH3:17])[CH3:16])[CH2:11][CH2:10]2)=[CH:4][C:3]=1[F:18].[N:19]1([C:25]([O:27][C:28]([CH3:31])([CH3:30])[CH3:29])=[O:26])[CH2:24][CH2:23][NH:22][CH2:21][CH2:20]1, predict the reaction product. (7) The product is: [CH3:46][N:44]([CH2:43][C:41]1[CH:40]=[CH:39][C:38]2[O:33][CH2:34][CH2:35][N:36]([C:12]([C@H:11]([NH:15][C:16]([N:18]3[CH2:19][CH2:20][CH:21]([C:24]4[CH:29]=[CH:28][CH:27]=[CH:26][CH:25]=4)[CH2:22][CH2:23]3)=[O:17])[C@H:10]([C:3]3[C:4]4[C:9](=[CH:8][CH:7]=[CH:6][CH:5]=4)[NH:1][CH:2]=3)[CH3:30])=[O:13])[C:37]=2[CH:42]=1)[CH3:45]. Given the reactants [NH:1]1[C:9]2[C:4](=[CH:5][CH:6]=[CH:7][CH:8]=2)[C:3]([C@H:10]([CH3:30])[C@@H:11]([NH:15][C:16]([N:18]2[CH2:23][CH2:22][CH:21]([C:24]3[CH:29]=[CH:28][CH:27]=[CH:26][CH:25]=3)[CH2:20][CH2:19]2)=[O:17])[C:12](O)=[O:13])=[CH:2]1.Cl.Cl.[O:33]1[C:38]2[CH:39]=[CH:40][C:41]([CH2:43][N:44]([CH3:46])[CH3:45])=[CH:42][C:37]=2[NH:36][CH2:35][CH2:34]1.F[P-](F)(F)(F)(F)F.N1(OC(N(C)C)=[N+](C)C)C2N=CC=CC=2N=N1.C(N(CC)C(C)C)(C)C.C(=O)([O-])O.[Na+], predict the reaction product. (8) The product is: [CH:34]1([C:32]2[N:33]=[C:27]([CH:12]3[CH2:13][CH:14]([C:16]4[CH:17]=[CH:18][C:19]([O:22][C:23]([F:26])([F:25])[F:24])=[CH:20][CH:21]=4)[CH2:15][N:10]([C:8]([N:5]4[CH2:4][CH2:3][CH:2]([OH:1])[CH2:7][CH2:6]4)=[O:9])[CH2:11]3)[O:28][N:31]=2)[CH2:36][CH2:35]1. Given the reactants [OH:1][CH:2]1[CH2:7][CH2:6][N:5]([C:8]([N:10]2[CH2:15][CH:14]([C:16]3[CH:21]=[CH:20][C:19]([O:22][C:23]([F:26])([F:25])[F:24])=[CH:18][CH:17]=3)[CH2:13][CH:12]([C:27](O)=[O:28])[CH2:11]2)=[O:9])[CH2:4][CH2:3]1.O[NH:31][C:32]([CH:34]1[CH2:36][CH2:35]1)=[NH:33], predict the reaction product. (9) Given the reactants [C:1]([O:5][C:6]([N:8]([CH3:13])[CH2:9][C:10]([OH:12])=[O:11])=[O:7])([CH3:4])([CH3:3])[CH3:2].CC(C)([O-])C.[K+].C(O)(C)(C)C.Cl[CH2:26][C:27]([O:29][C@H:30]([CH2:59][N:60]([S:65]([C:68]1[CH:76]=[CH:75][C:71]2[O:72][CH2:73][O:74][C:70]=2[CH:69]=1)(=[O:67])=[O:66])[CH2:61][CH:62]([CH3:64])[CH3:63])[C@@H:31]([NH:47][C:48]([O:50][C@@H:51]1[C@H:58]2[C@H:54]([O:55][CH2:56][CH2:57]2)[O:53][CH2:52]1)=[O:49])[CH2:32][C:33]1[CH:38]=[CH:37][C:36]([O:39][CH2:40][C:41]2[N:42]=[C:43]([CH3:46])[S:44][CH:45]=2)=[CH:35][CH:34]=1)=[O:28], predict the reaction product. The product is: [C:1]([O:5][C:6]([N:8]([CH3:13])[CH2:9][C:10]([O:12][CH2:26][C:27]([O:29][C@H:30]([CH2:59][N:60]([S:65]([C:68]1[CH:76]=[CH:75][C:71]2[O:72][CH2:73][O:74][C:70]=2[CH:69]=1)(=[O:67])=[O:66])[CH2:61][CH:62]([CH3:64])[CH3:63])[C@@H:31]([NH:47][C:48]([O:50][C@@H:51]1[C@H:58]2[C@H:54]([O:55][CH2:56][CH2:57]2)[O:53][CH2:52]1)=[O:49])[CH2:32][C:33]1[CH:38]=[CH:37][C:36]([O:39][CH2:40][C:41]2[N:42]=[C:43]([CH3:46])[S:44][CH:45]=2)=[CH:35][CH:34]=1)=[O:28])=[O:11])=[O:7])([CH3:4])([CH3:3])[CH3:2]. (10) Given the reactants [C:1]([C:3]1[CH:4]=[C:5]([NH:10][C:11]2[N:16]=[C:15]([C:17]([F:20])([F:19])[F:18])[CH:14]=[CH:13][N:12]=2)[CH:6]=[C:7]([CH3:9])[CH:8]=1)#[CH:2].[N:21]([CH:24]1[CH2:29][CH2:28][CH2:27][C:26](=[O:30])[CH2:25]1)=[N+:22]=[N-:23].O=C1O[C@H]([C@H](CO)O)C([O-])=C1O.[Na+].C(O)(C)(C)C, predict the reaction product. The product is: [CH3:9][C:7]1[CH:8]=[C:3]([C:1]2[N:23]=[N:22][N:21]([CH:24]3[CH2:29][CH2:28][CH2:27][C:26](=[O:30])[CH2:25]3)[CH:2]=2)[CH:4]=[C:5]([NH:10][C:11]2[N:16]=[C:15]([C:17]([F:18])([F:19])[F:20])[CH:14]=[CH:13][N:12]=2)[CH:6]=1.